From a dataset of Catalyst prediction with 721,799 reactions and 888 catalyst types from USPTO. Predict which catalyst facilitates the given reaction. (1) Reactant: [C:1]([O:5][C:6](=[O:39])[NH:7][CH:8]1[CH2:13][CH2:12][CH:11]([NH:14][C:15]2[N:20]=[C:19]3[N:21]([CH2:31][O:32][CH2:33][CH2:34][Si:35]([CH3:38])([CH3:37])[CH3:36])[N:22]=[C:23]([C:24]4[CH:29]=[CH:28][CH:27]=[C:26](Br)[N:25]=4)[C:18]3=[CH:17][N:16]=2)[CH2:10][CH2:9]1)([CH3:4])([CH3:3])[CH3:2].[C:40]([O:44][C:45](=[O:57])[NH:46][CH2:47][CH2:48][CH:49]([NH2:56])[C:50]1[CH:55]=[CH:54][CH:53]=[CH:52][CH:51]=1)([CH3:43])([CH3:42])[CH3:41].CN(C1C(C2C(P(C3CCCCC3)C3CCCCC3)=CC=CC=2)=CC=CC=1)C.C([O-])([O-])=O.[K+].[K+]. Product: [C:1]([O:5][C:6](=[O:39])[NH:7][CH:8]1[CH2:13][CH2:12][CH:11]([NH:14][C:15]2[N:20]=[C:19]3[N:21]([CH2:31][O:32][CH2:33][CH2:34][Si:35]([CH3:38])([CH3:37])[CH3:36])[N:22]=[C:23]([C:24]4[CH:29]=[CH:28][CH:27]=[C:26]([NH:56][CH:49]([C:50]5[CH:51]=[CH:52][CH:53]=[CH:54][CH:55]=5)[CH2:48][CH2:47][NH:46][C:45]([O:44][C:40]([CH3:43])([CH3:42])[CH3:41])=[O:57])[N:25]=4)[C:18]3=[CH:17][N:16]=2)[CH2:10][CH2:9]1)([CH3:4])([CH3:3])[CH3:2]. The catalyst class is: 102. (2) Reactant: [Cl:1][C:2]1[CH:7]=[CH:6][C:5]([N:8]2[C:16]([CH:17]([CH:21]3[CH2:26][CH2:25][CH2:24][CH2:23][CH2:22]3)[C:18](O)=[O:19])=[C:15]3[C:10]([CH2:11][CH2:12][CH2:13][CH2:14]3)=[N:9]2)=[CH:4][CH:3]=1.S(Cl)(Cl)=O.[CH2:31]([O:33][C:34](=[O:43])[C:35]1[CH:40]=[CH:39][C:38]([NH2:41])=[C:37]([F:42])[CH:36]=1)[CH3:32]. Product: [CH2:31]([O:33][C:34](=[O:43])[C:35]1[CH:40]=[CH:39][C:38]([NH:41][C:18](=[O:19])[CH:17]([C:16]2[N:8]([C:5]3[CH:4]=[CH:3][C:2]([Cl:1])=[CH:7][CH:6]=3)[N:9]=[C:10]3[C:15]=2[CH2:14][CH2:13][CH2:12][CH2:11]3)[CH:21]2[CH2:26][CH2:25][CH2:24][CH2:23][CH2:22]2)=[C:37]([F:42])[CH:36]=1)[CH3:32]. The catalyst class is: 142. (3) Reactant: [CH3:1][C:2]1[N:7]=[C:6]([C:8]([O:10]C)=[O:9])[C:5]([C:12]2[S:13][CH:14]=[CH:15][N:16]=2)=[CH:4][CH:3]=1.[OH-].[Li+:18]. Product: [CH3:1][C:2]1[N:7]=[C:6]([C:8]([O-:10])=[O:9])[C:5]([C:12]2[S:13][CH:14]=[CH:15][N:16]=2)=[CH:4][CH:3]=1.[Li+:18]. The catalyst class is: 88. (4) Reactant: [Si]([O:8][CH2:9][C:10]1[N:11]([CH3:45])[C:12]2[C:17]([CH:18]=1)=[C:16]1[CH2:19][CH2:20][CH2:21][C:22]3[C:27]([OH:28])=[C:26]([C:29]([O:31][CH3:32])=[O:30])[C:25](=[O:33])[N:24]([CH2:34][C:35]4[CH:40]=[CH:39][C:38]([O:41][CH3:42])=[CH:37][C:36]=4[O:43][CH3:44])[C:23]=3[C:15]1=[CH:14][CH:13]=2)(C(C)(C)C)(C)C.CCCC[N+](CCCC)(CCCC)CCCC.[F-]. Product: [CH3:44][O:43][C:36]1[CH:37]=[C:38]([O:41][CH3:42])[CH:39]=[CH:40][C:35]=1[CH2:34][N:24]1[C:23]2[C:15]3[C:16]([CH2:19][CH2:20][CH2:21][C:22]=2[C:27]([OH:28])=[C:26]([C:29]([O:31][CH3:32])=[O:30])[C:25]1=[O:33])=[C:17]1[C:12](=[CH:13][CH:14]=3)[N:11]([CH3:45])[C:10]([CH2:9][OH:8])=[CH:18]1. The catalyst class is: 1. (5) Reactant: [ClH:1].C(OCC)(=O)C.[F:8][C:9]1[CH:10]=[C:11]([NH:22][C:23]([C@H:25]2[C:34]3[C:29](=[CH:30][C:31]([O:35][CH2:36][CH3:37])=[CH:32][CH:33]=3)[CH2:28][CH2:27][N:26]2C(OC(C)(C)C)=O)=[O:24])[CH:12]=[C:13]([F:21])[C:14]=1[C:15]([CH3:20])([CH3:19])[CH2:16][O:17][CH3:18]. Product: [ClH:1].[F:8][C:9]1[CH:10]=[C:11]([NH:22][C:23]([C@H:25]2[C:34]3[C:29](=[CH:30][C:31]([O:35][CH2:36][CH3:37])=[CH:32][CH:33]=3)[CH2:28][CH2:27][NH:26]2)=[O:24])[CH:12]=[C:13]([F:21])[C:14]=1[C:15]([CH3:19])([CH3:20])[CH2:16][O:17][CH3:18]. The catalyst class is: 13. (6) Reactant: Br[C:2]1[C:7](=[O:8])[N:6]2[CH:9]=[CH:10][CH:11]=[CH:12][C:5]2=[N:4][C:3]=1[CH:13]([N:15]1[C:23](=[O:24])[C:22]2[C:17](=[CH:18][CH:19]=[CH:20][CH:21]=2)[C:16]1=[O:25])[CH3:14].[CH3:26][S:27][C:28]1[CH:33]=[CH:32][CH:31]=[CH:30][C:29]=1B(O)O.C(=O)([O-])[O-].[K+].[K+]. Product: [CH3:26][S:27][C:28]1[CH:33]=[CH:32][CH:31]=[CH:30][C:29]=1[C:2]1[C:7](=[O:8])[N:6]2[CH:9]=[CH:10][CH:11]=[CH:12][C:5]2=[N:4][C:3]=1[CH:13]([N:15]1[C:23](=[O:24])[C:22]2[C:17](=[CH:18][CH:19]=[CH:20][CH:21]=2)[C:16]1=[O:25])[CH3:14]. The catalyst class is: 104. (7) The catalyst class is: 49. Product: [NH2:35][N:6]1[N:5]=[C:4]([CH:1]([CH3:3])[CH3:2])[C:13]2[C:8](=[CH:9][CH:10]=[CH:11][CH:12]=2)[C:7]1=[O:14]. Reactant: [CH:1]([C:4]1[C:13]2[C:8](=[CH:9][CH:10]=[CH:11][CH:12]=2)[C:7](=[O:14])[NH:6][N:5]=1)([CH3:3])[CH3:2].CC([O-])(C)C.[K+].C1(P([NH:35]O)(C2C=CC=CC=2)=O)C=CC=CC=1. (8) Reactant: [F:1][CH:2]([F:5])[CH2:3][NH2:4].Br[CH2:7][C:8]([O:10][CH2:11][CH3:12])=[O:9].[I-].[K+].C(N(C(C)C)CC)(C)C. Product: [F:1][CH:2]([F:5])[CH2:3][NH:4][CH2:7][C:8]([O:10][CH2:11][CH3:12])=[O:9]. The catalyst class is: 10.